Dataset: Full USPTO retrosynthesis dataset with 1.9M reactions from patents (1976-2016). Task: Predict the reactants needed to synthesize the given product. (1) Given the product [OH:8][CH2:9][C:10]1[N:15]=[CH:14][C:13]2[N:16]=[CH:17][N:18]([C:19]3[S:23][C:22]([C:24]([NH2:40])=[O:25])=[C:21]([O:28][CH2:29][C:30]4[CH:35]=[CH:34][CH:33]=[CH:32][C:31]=4[C:36]([F:38])([F:37])[F:39])[CH:20]=3)[C:12]=2[CH:11]=1, predict the reactants needed to synthesize it. The reactants are: [Si]([O:8][CH2:9][C:10]1[N:15]=[CH:14][C:13]2[N:16]=[CH:17][N:18]([C:19]3[S:23][C:22]([C:24](OC)=[O:25])=[C:21]([O:28][CH2:29][C:30]4[CH:35]=[CH:34][CH:33]=[CH:32][C:31]=4[C:36]([F:39])([F:38])[F:37])[CH:20]=3)[C:12]=2[CH:11]=1)(C(C)(C)C)(C)C.[NH3:40]. (2) Given the product [CH3:37][C:36]1([CH3:41])[O:2][CH:3]([CH2:4][O:5][C:6]2[CH:7]=[CH:8][C:9]([CH2:12][CH2:13][CH2:14][CH2:15][NH:16][C:17]([NH:19][C:20]([C:22]3[C:27]([NH2:28])=[N:26][C:25]([NH2:29])=[C:24]([Cl:30])[N:23]=3)=[O:21])=[NH:18])=[CH:10][CH:11]=2)[CH2:31][O:32]1, predict the reactants needed to synthesize it. The reactants are: Cl.[OH:2][CH:3]([CH2:31][OH:32])[CH2:4][O:5][C:6]1[CH:11]=[CH:10][C:9]([CH2:12][CH2:13][CH2:14][CH2:15][NH:16][C:17]([NH:19][C:20]([C:22]2[C:27]([NH2:28])=[N:26][C:25]([NH2:29])=[C:24]([Cl:30])[N:23]=2)=[O:21])=[NH:18])=[CH:8][CH:7]=1.CO.O.[C:36]1(C)[CH:41]=CC(S(O)(=O)=O)=C[CH:37]=1. (3) Given the product [Br:1][C:2]1[CH:7]=[CH:6][C:5]([O:8][CH2:9][CH2:10][CH2:11][N:14]2[CH2:18][CH2:17][CH2:16][CH2:15]2)=[C:4]([F:13])[CH:3]=1, predict the reactants needed to synthesize it. The reactants are: [Br:1][C:2]1[CH:7]=[CH:6][C:5]([O:8][CH2:9][CH2:10][CH2:11]Cl)=[C:4]([F:13])[CH:3]=1.[NH:14]1[CH2:18][CH2:17][CH2:16][CH2:15]1. (4) Given the product [C:1]([C:5]1[C:6]([NH:15][C:23](=[O:24])[CH2:22][CH:16]2[CH2:21][CH2:20][CH2:19][CH2:18][CH2:17]2)=[N:7][N:8]2[CH:13]=[C:12]([CH3:14])[CH:11]=[N:10][C:9]=12)([CH3:4])([CH3:3])[CH3:2], predict the reactants needed to synthesize it. The reactants are: [C:1]([C:5]1[C:6]([NH2:15])=[N:7][N:8]2[CH:13]=[C:12]([CH3:14])[CH:11]=[N:10][C:9]=12)([CH3:4])([CH3:3])[CH3:2].[CH:16]1([CH2:22][C:23](Cl)=[O:24])[CH2:21][CH2:20][CH2:19][CH2:18][CH2:17]1. (5) Given the product [CH2:18]([C:22]1[CH:27]=[CH:26][C:25]([C:28]2[CH:32]=[C:31]([CH2:33][N:14]3[CH:13]=[C:12]4[N:17]=[C:9]([C:3]5[CH:4]=[CH:5][CH:6]=[C:7]([F:8])[C:2]=5[F:1])[N:10]=[C:11]4[CH:16]=[N:15]3)[O:30][N:29]=2)=[C:24]([C:35]([F:37])([F:38])[F:36])[CH:23]=1)[CH2:19][CH2:20][CH3:21], predict the reactants needed to synthesize it. The reactants are: [F:1][C:2]1[C:7]([F:8])=[CH:6][CH:5]=[CH:4][C:3]=1[C:9]1[N:17]=[C:12]2[CH:13]=[N:14][NH:15][CH:16]=[C:11]2[N:10]=1.[CH2:18]([C:22]1[CH:27]=[CH:26][C:25]([C:28]2[CH:32]=[C:31]([CH2:33]Cl)[O:30][N:29]=2)=[C:24]([C:35]([F:38])([F:37])[F:36])[CH:23]=1)[CH2:19][CH2:20][CH3:21].